From a dataset of Peptide-MHC class I binding affinity with 185,985 pairs from IEDB/IMGT. Regression. Given a peptide amino acid sequence and an MHC pseudo amino acid sequence, predict their binding affinity value. This is MHC class I binding data. (1) The peptide sequence is NSDTVDWSW. The MHC is HLA-A02:01 with pseudo-sequence HLA-A02:01. The binding affinity (normalized) is 0.0847. (2) The MHC is HLA-A68:02 with pseudo-sequence HLA-A68:02. The binding affinity (normalized) is 0.445. The peptide sequence is DQTHIKTIAV. (3) The peptide sequence is NGKPKTFAI. The MHC is HLA-B08:01 with pseudo-sequence HLA-B08:01. The binding affinity (normalized) is 0.293. (4) The peptide sequence is LRIVIYIV. The MHC is HLA-B27:05 with pseudo-sequence HLA-B27:05. The binding affinity (normalized) is 0.260. (5) The peptide sequence is ERYPGGVSL. The MHC is HLA-A29:02 with pseudo-sequence HLA-A29:02. The binding affinity (normalized) is 0.0847. (6) The peptide sequence is AGLDNKFYL. The MHC is H-2-Db with pseudo-sequence H-2-Db. The binding affinity (normalized) is 0.400.